This data is from Human liver microsome stability data. The task is: Regression/Classification. Given a drug SMILES string, predict its absorption, distribution, metabolism, or excretion properties. Task type varies by dataset: regression for continuous measurements (e.g., permeability, clearance, half-life) or binary classification for categorical outcomes (e.g., BBB penetration, CYP inhibition). Dataset: hlm. (1) The drug is CC(C)(C)c1ccc(-n2nnnc2SCC(=O)Nc2ccc(C(=O)O)cc2Cl)c(Cl)c1. The result is 1 (stable in human liver microsomes). (2) The drug is CCc1c2c(nc3ccc(O)cc13)-c1cc3c(c(=O)n1C2)COC(=O)[C@@]3(CC)OC(=O)CCNC(=O)c1noc(-c2cc(C(C)C)c(O)cc2O)c1-c1ccc(CN2CCOCC2)cc1. The result is 0 (unstable in human liver microsomes). (3) The molecule is NCC(=O)N1C[C@H](NC(=O)c2ccccc2)C[C@H]1C(=O)NC1CC1. The result is 0 (unstable in human liver microsomes). (4) The drug is C=C(C)[C@@H]1CC[C@]2(CN(CCCN3CCS(=O)(=O)CC3)C3CC3)CC[C@]3(C)[C@H](CC[C@@H]4[C@@]5(C)CC=C(c6ccc(C(=O)O)cc6)C(C)(C)[C@@H]5CC[C@]43C)[C@@H]12. The result is 0 (unstable in human liver microsomes). (5) The drug is O=C1C=CC(C(=O)NC[C@H]2CC[C@@H](CCOc3ccccc3)CC2)NN1. The result is 1 (stable in human liver microsomes). (6) The compound is CS(=O)(=O)c1cccc(Oc2cccc(-n3c(C4CC4)nc4c(C(F)(F)F)cccc43)c2)c1. The result is 1 (stable in human liver microsomes). (7) The compound is Cc1nn(CCO)c(C(C)C)c1Cc1cc(Cl)cc(Cl)c1. The result is 1 (stable in human liver microsomes). (8) The compound is CS(=O)(=O)Nc1ccc2c(c1)S(=O)(=O)NC(C1=C(O)[C@H]3CCCC[C@H]3N(Cc3ccc(F)cc3)C1=O)=N2. The result is 0 (unstable in human liver microsomes).